This data is from Forward reaction prediction with 1.9M reactions from USPTO patents (1976-2016). The task is: Predict the product of the given reaction. (1) Given the reactants OCC1N(C)C2[C:10](C=1CO)=[C:9]([N+:14]([O-])=O)C(OC)=C(C)C=2.[OH:21][CH2:22][C:23]1[NH:24][C:25]2[C:26](=[O:35])[CH:27]=[CH:28][C:29](=[O:34])[C:30]=2[C:31]=1[CH2:32][OH:33].[K+].[Br-], predict the reaction product. The product is: [N:14]1([C:27]2[C:26](=[O:35])[C:25]3[NH:24][C:23]([CH2:22][OH:21])=[C:31]([CH2:32][OH:33])[C:30]=3[C:29](=[O:34])[CH:28]=2)[CH2:9][CH2:10]1. (2) Given the reactants C(N(C(C)C)CC)(C)C.[NH2:10][C:11]1[CH:26]=[CH:25][C:24]([Cl:27])=[CH:23][C:12]=1[C:13]([NH:15][CH2:16][CH:17]1[CH2:22][CH2:21][CH2:20][CH2:19][CH2:18]1)=[O:14].[F:28][C:29]1[C:37]([Cl:38])=[CH:36][CH:35]=[CH:34][C:30]=1[C:31](Cl)=[O:32], predict the reaction product. The product is: [Cl:38][C:37]1[C:29]([F:28])=[C:30]([CH:34]=[CH:35][CH:36]=1)[C:31]([NH:10][C:11]1[CH:26]=[CH:25][C:24]([Cl:27])=[CH:23][C:12]=1[C:13]([NH:15][CH2:16][CH:17]1[CH2:22][CH2:21][CH2:20][CH2:19][CH2:18]1)=[O:14])=[O:32]. (3) Given the reactants Cl.[NH2:2][C:3]1[C:4]([C:13]([NH:15][C@:16]([CH:22]2[CH2:27][CH2:26][CH2:25][CH2:24][CH2:23]2)([C:18]([O:20][CH3:21])=[O:19])[CH3:17])=[O:14])=[CH:5][C:6]2[C:11]([CH:12]=1)=[CH:10][CH:9]=[CH:8][CH:7]=2.[N:28]([C:31]1[C:36]([CH3:37])=[CH:35][C:34]([CH3:38])=[CH:33][C:32]=1[CH3:39])=[C:29]=[O:30].CCCCCC.C(OCC)(=O)C, predict the reaction product. The product is: [CH:22]1([C@@:16]([C:18]([O:20][CH3:21])=[O:19])([CH3:17])[NH:15][C:13]([C:4]2[C:3]([NH:2][C:29]([NH:28][C:31]3[C:32]([CH3:39])=[CH:33][C:34]([CH3:38])=[CH:35][C:36]=3[CH3:37])=[O:30])=[CH:12][C:11]3[C:6](=[CH:7][CH:8]=[CH:9][CH:10]=3)[CH:5]=2)=[O:14])[CH2:23][CH2:24][CH2:25][CH2:26][CH2:27]1. (4) Given the reactants [C:1]([O:5][C:6](=[O:22])[NH:7][CH2:8][CH:9]([O:11][C:12]1[CH:17]=[C:16]([F:18])[CH:15]=[CH:14][C:13]=1[N+:19]([O-])=O)[CH3:10])([CH3:4])([CH3:3])[CH3:2], predict the reaction product. The product is: [C:1]([O:5][C:6](=[O:22])[NH:7][CH2:8][CH:9]([O:11][C:12]1[CH:17]=[C:16]([F:18])[CH:15]=[CH:14][C:13]=1[NH2:19])[CH3:10])([CH3:2])([CH3:3])[CH3:4]. (5) Given the reactants [CH3:1][C@:2]1([CH2:13][N:14]2[C:18]3[CH:19]=[C:20]([C:23]#[N:24])[CH:21]=[CH:22][C:17]=3[N:16]=[CH:15]2)[CH2:12][CH2:11][CH2:10][C@:4]2([O:8][C:7](=[O:9])[NH:6][CH2:5]2)[CH2:3]1.[H-].[Na+].[Br:27][C:28]1[CH:33]=[CH:32][N:31]=[C:30]([CH2:34]Br)[CH:29]=1, predict the reaction product. The product is: [Br:27][C:28]1[CH:33]=[CH:32][N:31]=[C:30]([CH2:34][N:6]2[CH2:5][C@@:4]3([CH2:10][CH2:11][CH2:12][C@@:2]([CH2:13][N:14]4[C:18]5[CH:19]=[C:20]([C:23]#[N:24])[CH:21]=[CH:22][C:17]=5[N:16]=[CH:15]4)([CH3:1])[CH2:3]3)[O:8][C:7]2=[O:9])[CH:29]=1. (6) Given the reactants [F:1][C:2]1([F:26])[CH2:7][CH2:6][CH:5]([CH2:8][NH:9][C:10]([C:12]2[CH:13]=[C:14]([CH2:22][CH2:23][O:24]C)[N:15]3[C:20]=2[C:19]([Cl:21])=[CH:18][CH:17]=[CH:16]3)=[O:11])[CH2:4][CH2:3]1.Cl.[NH+]1C=CC=CC=1, predict the reaction product. The product is: [F:26][C:2]1([F:1])[CH2:7][CH2:6][CH:5]([CH2:8][NH:9][C:10]([C:12]2[CH:13]=[C:14]([CH2:22][CH2:23][OH:24])[N:15]3[C:20]=2[C:19]([Cl:21])=[CH:18][CH:17]=[CH:16]3)=[O:11])[CH2:4][CH2:3]1.